From a dataset of Forward reaction prediction with 1.9M reactions from USPTO patents (1976-2016). Predict the product of the given reaction. (1) Given the reactants [NH2:1][C:2]1[CH:31]=[CH:30][C:5]([CH2:6][C:7]2[NH:15][C:14]3[C:13](=[O:16])[N:12]([CH2:17][C:18]4[CH:23]=[CH:22][CH:21]=[CH:20][C:19]=4[F:24])[C:11](=[O:25])[N:10]([CH2:26][CH2:27][CH2:28][CH3:29])[C:9]=3[N:8]=2)=[CH:4][CH:3]=1.[Cl:32][C:33]1[CH:38]=[C:37]([Cl:39])[CH:36]=[C:35]([CH3:40])[C:34]=1[S:41](Cl)(=[O:43])=[O:42], predict the reaction product. The product is: [CH2:26]([N:10]1[C:9]2[N:8]=[C:7]([CH2:6][C:5]3[CH:4]=[CH:3][C:2]([NH:1][S:41]([C:34]4[C:35]([CH3:40])=[CH:36][C:37]([Cl:39])=[CH:38][C:33]=4[Cl:32])(=[O:43])=[O:42])=[CH:31][CH:30]=3)[NH:15][C:14]=2[C:13](=[O:16])[N:12]([CH2:17][C:18]2[CH:23]=[CH:22][CH:21]=[CH:20][C:19]=2[F:24])[C:11]1=[O:25])[CH2:27][CH2:28][CH3:29]. (2) The product is: [CH3:1][N:2]([CH2:7][CH:8]=[CH2:9])[S:3]([NH2:6])(=[O:5])=[O:4].[Cl:17][C:18]1[CH:32]=[CH:31][C:30]([N:33]2[C:38](=[O:39])[CH:37]=[C:36]([C:40]([F:42])([F:43])[F:41])[N:35]([CH3:44])[C:34]2=[O:45])=[CH:29][C:19]=1[C:20]([O:22][C:23]([CH3:27])([CH3:28])[C:24]([OH:25])=[O:4])=[O:21]. Given the reactants [CH3:1][N:2]([CH2:7][CH:8]=[CH2:9])[S:3]([NH2:6])(=[O:5])=[O:4].C(N(CC)CC)C.[Cl:17][C:18]1[CH:32]=[CH:31][C:30]([N:33]2[C:38](=[O:39])[CH:37]=[C:36]([C:40]([F:43])([F:42])[F:41])[N:35]([CH3:44])[C:34]2=[O:45])=[CH:29][C:19]=1[C:20]([O:22][C:23]([CH3:28])([CH3:27])[C:24](Cl)=[O:25])=[O:21], predict the reaction product. (3) Given the reactants [NH2:1][C:2]1[CH:3]=[C:4]2[C:9](=[CH:10][CH:11]=1)[C:8]([OH:12])=[N:7][CH:6]=[CH:5]2.CO[Si](C)(C)C.F[C:20](=[O:35])[C@H:21]([NH:27][C:28](=[O:34])[O:29][C:30]([CH3:33])([CH3:32])[CH3:31])[C:22]1[CH:26]=[CH:25][S:24][CH:23]=1.CCOC(C)=O, predict the reaction product. The product is: [OH:12][C:8]1[C:9]2[C:4](=[CH:3][C:2]([NH:1][C:20](=[O:35])[C@H:21]([NH:27][C:28](=[O:34])[O:29][C:30]([CH3:31])([CH3:33])[CH3:32])[C:22]3[CH:26]=[CH:25][S:24][CH:23]=3)=[CH:11][CH:10]=2)[CH:5]=[CH:6][N:7]=1. (4) Given the reactants [Cl:1][C:2]1[CH:7]=[CH:6][CH:5]=[CH:4][C:3]=1[C:8]1[C:15]([C:16]2[CH:21]=[CH:20][C:19]([Cl:22])=[CH:18][CH:17]=2)=[CH:14][C:11]([C:12]#[N:13])=[C:10]([O:23][CH2:24][CH2:25][N:26]2C(=O)C3C(=CC=CC=3)C2=O)[N:9]=1.O.NN, predict the reaction product. The product is: [NH2:26][CH2:25][CH2:24][O:23][C:10]1[N:9]=[C:8]([C:3]2[CH:4]=[CH:5][CH:6]=[CH:7][C:2]=2[Cl:1])[C:15]([C:16]2[CH:17]=[CH:18][C:19]([Cl:22])=[CH:20][CH:21]=2)=[CH:14][C:11]=1[C:12]#[N:13]. (5) Given the reactants [Cl:1][C:2]1[N:10]=[CH:9][N:8]=[C:7]2[C:3]=1[N:4]=[CH:5][NH:6]2.I[CH3:12], predict the reaction product. The product is: [Cl:1][C:2]1[N:10]=[CH:9][N:8]=[C:7]2[C:3]=1[N:4]=[CH:5][N:6]2[CH3:12].